From a dataset of Catalyst prediction with 721,799 reactions and 888 catalyst types from USPTO. Predict which catalyst facilitates the given reaction. (1) Reactant: [F:1][C:2]([F:17])([CH2:10][C:11]1[CH:16]=[CH:15][CH:14]=[CH:13][CH:12]=1)[CH2:3][N:4]1[CH2:8][CH2:7][CH:6]([NH2:9])[CH2:5]1.CCN(C(C)C)C(C)C.Cl[C:28]1[N:33]=[CH:32][N:31]=[C:30]2[N:34](C3CCCCO3)[N:35]=[CH:36][C:29]=12. Product: [F:17][C:2]([F:1])([CH2:10][C:11]1[CH:16]=[CH:15][CH:14]=[CH:13][CH:12]=1)[CH2:3][N:4]1[CH2:8][CH2:7][CH:6]([NH:9][C:28]2[N:33]=[CH:32][N:31]=[C:30]3[NH:34][N:35]=[CH:36][C:29]=23)[CH2:5]1. The catalyst class is: 51. (2) Reactant: [CH3:1][N:2]([CH3:29])[C:3]([C:5]1[C:17]([CH2:18][CH2:19][C:20](=[O:27])[C:21]2[CH:26]=[CH:25][CH:24]=[CH:23][CH:22]=2)=[C:16]([OH:28])[C:8]2[N:9]=[C:10]([CH:13]([CH3:15])[CH3:14])[N:11]([CH3:12])[C:7]=2[CH:6]=1)=[O:4].[BH4-].[Na+].[Cl-].[NH4+].O. Product: [CH3:29][N:2]([CH3:1])[C:3]([C:5]1[C:17]([CH2:18][CH2:19][CH:20]([OH:27])[C:21]2[CH:26]=[CH:25][CH:24]=[CH:23][CH:22]=2)=[C:16]([OH:28])[C:8]2[N:9]=[C:10]([CH:13]([CH3:14])[CH3:15])[N:11]([CH3:12])[C:7]=2[CH:6]=1)=[O:4]. The catalyst class is: 8.